This data is from Full USPTO retrosynthesis dataset with 1.9M reactions from patents (1976-2016). The task is: Predict the reactants needed to synthesize the given product. (1) The reactants are: I[CH2:2][C:3]([O:5][CH2:6][CH3:7])=[O:4].[F:8][C:9]1[CH:14]=[CH:13][C:12]([F:15])=[CH:11][C:10]=1[CH2:16][CH2:17][OH:18].C(C1C=CC=C(C(C)(C)C)N=1)(C)(C)C. Given the product [CH2:6]([O:5][C:3](=[O:4])[CH2:2][O:18][CH2:17][CH2:16][C:10]1[CH:11]=[C:12]([F:15])[CH:13]=[CH:14][C:9]=1[F:8])[CH3:7], predict the reactants needed to synthesize it. (2) The reactants are: Cl[C:2]1[C:20]([N+:21]([O-:23])=[O:22])=[CH:19][C:5]([C:6]([NH:8][C@H:9]2[CH2:14][CH2:13][C@H:12]([C:15]([F:18])([F:17])[F:16])[CH2:11][CH2:10]2)=[O:7])=[C:4]([O:24][CH2:25][CH:26]([F:28])[F:27])[N:3]=1.[CH3:29][NH2:30]. Given the product [F:27][CH:26]([F:28])[CH2:25][O:24][C:4]1[N:3]=[C:2]([NH:30][CH3:29])[C:20]([N+:21]([O-:23])=[O:22])=[CH:19][C:5]=1[C:6]([NH:8][C@H:9]1[CH2:14][CH2:13][C@H:12]([C:15]([F:18])([F:17])[F:16])[CH2:11][CH2:10]1)=[O:7], predict the reactants needed to synthesize it. (3) Given the product [CH2:14]([O:16][C:17]([C:18]1[CH:19]=[C:20]([C:4]2[CH:9]=[C:8]([O:10][CH3:11])[CH:7]=[C:6]([O:12][CH3:13])[CH:5]=2)[CH:21]=[CH:22][CH:23]=1)=[O:33])[CH3:15], predict the reactants needed to synthesize it. The reactants are: N#N.Br[C:4]1[CH:9]=[C:8]([O:10][CH3:11])[CH:7]=[C:6]([O:12][CH3:13])[CH:5]=1.[CH2:14]([O:16][C:17](=[O:33])[C:18]1[CH:23]=[CH:22][CH:21]=[C:20](B2OC(C)(C)C(C)(C)O2)[CH:19]=1)[CH3:15].C([O-])(O)=O.[Na+]. (4) Given the product [Br:1][C:2]1[CH:3]=[CH:4][C:5]([C:8]2([CH2:11][NH:12][C:13](=[O:14])[O:15][C:16]([CH3:19])([CH3:18])[CH3:17])[CH2:9][CH2:10]2)=[CH:6][CH:7]=1, predict the reactants needed to synthesize it. The reactants are: [Br:1][C:2]1[CH:7]=[CH:6][C:5]([C:8]2([CH2:11][NH2:12])[CH2:10][CH2:9]2)=[CH:4][CH:3]=1.[C:13](O[C:13]([O:15][C:16]([CH3:19])([CH3:18])[CH3:17])=[O:14])([O:15][C:16]([CH3:19])([CH3:18])[CH3:17])=[O:14]. (5) Given the product [F:22][C:18]1[CH:19]=[CH:20][CH:21]=[C:16]([O:12][C:9]2[CH:10]=[CH:11][C:6]([CH2:5][CH2:4][O:3][C:16]3[CH:21]=[CH:20][CH:19]=[C:18]([F:22])[N:17]=3)=[CH:7][C:8]=2[O:13][CH3:14])[N:17]=1, predict the reactants needed to synthesize it. The reactants are: [OH-].[K+].[OH:3][CH2:4][CH2:5][C:6]1[CH:11]=[CH:10][C:9]([OH:12])=[C:8]([O:13][CH3:14])[CH:7]=1.F[C:16]1[CH:21]=[CH:20][CH:19]=[C:18]([F:22])[N:17]=1. (6) Given the product [O:1]=[C:2]1[CH2:6][CH:5]([NH:7][C:8](=[O:14])[O:9][C:10]([CH3:12])([CH3:13])[CH3:11])[CH:4]([NH:15][C:16](=[O:28])[C:17]2[CH:22]=[CH:21][CH:20]=[CH:19][C:18]=2[N:23]2[N:27]=[CH:26][CH:25]=[N:24]2)[CH2:3]1, predict the reactants needed to synthesize it. The reactants are: [OH:1][CH:2]1[CH2:6][CH:5]([NH:7][C:8](=[O:14])[O:9][C:10]([CH3:13])([CH3:12])[CH3:11])[CH:4]([NH:15][C:16](=[O:28])[C:17]2[CH:22]=[CH:21][CH:20]=[CH:19][C:18]=2[N:23]2[N:27]=[CH:26][CH:25]=[N:24]2)[CH2:3]1.CC(OI1(OC(C)=O)(OC(C)=O)OC(=O)C2C=CC=CC1=2)=O. (7) Given the product [ClH:23].[NH2:15][C@H:10]([C:8]1[O:9][C:5]([NH:4][C:2]([NH2:1])=[O:3])=[N:6][N:7]=1)[C:11]([CH3:13])([CH3:14])[CH3:12], predict the reactants needed to synthesize it. The reactants are: [NH2:1][C:2]([NH:4][C:5]1[O:9][C:8]([C@@H:10]([NH:15]C(=O)OC(C)(C)C)[C:11]([CH3:14])([CH3:13])[CH3:12])=[N:7][N:6]=1)=[O:3].[ClH:23]. (8) Given the product [CH:15]([CH:7]1[C:6](=[O:18])[N:5]([CH2:4][C:3]([OH:19])=[O:2])[C:10]2[CH:11]=[CH:12][CH:13]=[CH:14][C:9]=2[O:8]1)([CH3:17])[CH3:16], predict the reactants needed to synthesize it. The reactants are: C[O:2][C:3](=[O:19])[CH2:4][N:5]1[C:10]2[CH:11]=[CH:12][CH:13]=[CH:14][C:9]=2[O:8][CH:7]([CH:15]([CH3:17])[CH3:16])[C:6]1=[O:18].[OH-].[Na+]. (9) Given the product [NH:3]1[C:11]2[CH2:10][CH2:9][N:8]([C:25]([O:24][CH2:17][C:18]3[CH:23]=[CH:22][CH:21]=[CH:20][CH:19]=3)=[O:26])[CH2:7][C:6]=2[N:5]=[CH:4]1, predict the reactants needed to synthesize it. The reactants are: Cl.Cl.[NH:3]1[C:11]2[CH2:10][CH2:9][NH:8][CH2:7][C:6]=2[N:5]=[CH:4]1.C([O-])(O)=O.[Na+].[CH2:17]([O:24][C:25](ON1C(=O)CCC1=O)=[O:26])[C:18]1[CH:23]=[CH:22][CH:21]=[CH:20][CH:19]=1. (10) Given the product [CH3:31][N:28]1[CH:29]=[CH:30][C:26]([NH:25][C:22]([C:19]2[CH:18]=[CH:17][C:16]([O:15][C:13]3[C:7]4[CH2:8][C:9]([CH3:12])([CH3:11])[O:10][C:6]=4[CH:5]=[C:4]([C:1](=[O:2])[NH:25][C:26]4[CH:30]=[CH:29][N:28]([CH3:31])[N:27]=4)[CH:14]=3)=[CH:21][N:20]=2)=[O:24])=[N:27]1, predict the reactants needed to synthesize it. The reactants are: [C:1]([C:4]1[CH:14]=[C:13]([O:15][C:16]2[CH:17]=[CH:18][C:19]([C:22]([OH:24])=O)=[N:20][CH:21]=2)[C:7]2[CH2:8][C:9]([CH3:12])([CH3:11])[O:10][C:6]=2[CH:5]=1)(O)=[O:2].[NH2:25][C:26]1[CH:30]=[CH:29][N:28]([CH3:31])[N:27]=1.